This data is from NCI-60 drug combinations with 297,098 pairs across 59 cell lines. The task is: Regression. Given two drug SMILES strings and cell line genomic features, predict the synergy score measuring deviation from expected non-interaction effect. (1) Drug 1: C1=C(C(=O)NC(=O)N1)N(CCCl)CCCl. Drug 2: CC1C(C(CC(O1)OC2CC(CC3=C2C(=C4C(=C3O)C(=O)C5=C(C4=O)C(=CC=C5)OC)O)(C(=O)CO)O)N)O.Cl. Cell line: DU-145. Synergy scores: CSS=60.0, Synergy_ZIP=0.118, Synergy_Bliss=-0.747, Synergy_Loewe=4.26, Synergy_HSA=5.79. (2) Drug 1: C1=C(C(=O)NC(=O)N1)N(CCCl)CCCl. Drug 2: C(CN)CNCCSP(=O)(O)O. Cell line: EKVX. Synergy scores: CSS=0.975, Synergy_ZIP=-0.831, Synergy_Bliss=1.50, Synergy_Loewe=-11.3, Synergy_HSA=-1.73.